This data is from Reaction yield outcomes from USPTO patents with 853,638 reactions. The task is: Predict the reaction yield, written as a fraction of the theoretical maximum amount of product (1.0 means a 100% yield; for example, 0.34 means a 34% yield). (1) The reactants are [Cl-].O[NH3+:3].[C:4](=[O:7])([O-])[OH:5].[Na+].CS(C)=O.[CH3:13][C:14]1([CH3:50])[CH2:18][C:17]2[CH:19]=[C:20]([N:23]3[C:28](=[O:29])[C:27]([CH2:30][C:31]4[CH:36]=[CH:35][C:34]([C:37]5[C:38]([C:43]#[N:44])=[CH:39][CH:40]=[CH:41][CH:42]=5)=[CH:33][C:32]=4[F:45])=[C:26]([CH2:46][CH2:47][CH3:48])[N:25]=[C:24]3[CH3:49])[CH:21]=[CH:22][C:16]=2[O:15]1. The catalyst is C(OCC)(=O)C. The product is [CH3:13][C:14]1([CH3:50])[CH2:18][C:17]2[CH:19]=[C:20]([N:23]3[C:28](=[O:29])[C:27]([CH2:30][C:31]4[CH:36]=[CH:35][C:34]([C:37]5[CH:42]=[CH:41][CH:40]=[CH:39][C:38]=5[C:43]5[NH:3][C:4](=[O:7])[O:5][N:44]=5)=[CH:33][C:32]=4[F:45])=[C:26]([CH2:46][CH2:47][CH3:48])[N:25]=[C:24]3[CH3:49])[CH:21]=[CH:22][C:16]=2[O:15]1. The yield is 0.700. (2) The reactants are C(=O)([O-])[O-:2].[Cs+].[Cs+].[O:7]1[C:9]2([CH2:14][CH2:13][N:12]([C:15]([O:17][C:18]([CH3:21])([CH3:20])[CH3:19])=[O:16])[CH2:11][CH2:10]2)[CH2:8]1.[CH:22]1[CH:31]=[C:30]2[N:24]([CH:25]=[N:26][NH:27][C:28]2=O)[CH:23]=1.CN(C=O)C. The catalyst is O.C(OCC)(=O)C. The product is [OH:7][C:9]1([CH2:8][N:24]2[C:23](=[O:2])[C:22]3=[CH:31][CH:30]=[CH:28][N:27]3[N:26]=[CH:25]2)[CH2:14][CH2:13][N:12]([C:15]([O:17][C:18]([CH3:21])([CH3:20])[CH3:19])=[O:16])[CH2:11][CH2:10]1. The yield is 0.600.